From a dataset of Forward reaction prediction with 1.9M reactions from USPTO patents (1976-2016). Predict the product of the given reaction. (1) Given the reactants [CH2:1]([O:3][C:4]1[CH:9]=[CH:8][C:7]([C:10]2[CH:11]=[C:12]3[C:16](=[CH:17][CH:18]=2)[C:15](=[O:19])[O:14][CH2:13]3)=[C:6]([OH:20])[C:5]=1[O:21][CH3:22])[CH3:2].C(=O)([O-])[O-].[K+].[K+].Br[CH2:30][C:31]1([CH3:35])[CH2:34][O:33][CH2:32]1, predict the reaction product. The product is: [CH2:1]([O:3][C:4]1[CH:9]=[CH:8][C:7]([C:10]2[CH:11]=[C:12]3[C:16](=[CH:17][CH:18]=2)[C:15](=[O:19])[O:14][CH2:13]3)=[C:6]([O:20][CH2:30][C:31]2([CH3:35])[CH2:34][O:33][CH2:32]2)[C:5]=1[O:21][CH3:22])[CH3:2]. (2) Given the reactants C(OC([N:8]1[CH2:13][CH2:12][CH:11]([O:14][NH:15][C:16]([C:18]2[CH:19]=[C:20]3[CH:25]=[CH:24][N:23]=[CH:22][N:21]3[C:26]=2[NH:27][C:28]2[CH:33]=[CH:32][C:31]([I:34])=[CH:30][C:29]=2[F:35])=[O:17])[CH2:10][CH2:9]1)=O)(C)(C)C, predict the reaction product. The product is: [NH:8]1[CH2:13][CH2:12][CH:11]([O:14][NH:15][C:16]([C:18]2[CH:19]=[C:20]3[CH:25]=[CH:24][N:23]=[CH:22][N:21]3[C:26]=2[NH:27][C:28]2[CH:33]=[CH:32][C:31]([I:34])=[CH:30][C:29]=2[F:35])=[O:17])[CH2:10][CH2:9]1. (3) Given the reactants CS([O:5][CH2:6][C:7]1[N:11]([C:12]2[CH:17]=[CH:16][C:15]([C:18]([NH:20][CH2:21][CH3:22])=[O:19])=[CH:14][CH:13]=2)[N:10]=[N:9][C:8]=1[C:23]([NH:25][CH:26]1[CH2:28][CH2:27]1)=[O:24])(=O)=O.C(=O)([O-])[O-].[K+].[K+].[F:35][CH:36]([F:39])[CH2:37]O, predict the reaction product. The product is: [CH:26]1([NH:25][C:23]([C:8]2[N:9]=[N:10][N:11]([C:12]3[CH:17]=[CH:16][C:15]([C:18]([NH:20][CH2:21][CH3:22])=[O:19])=[CH:14][CH:13]=3)[C:7]=2[CH2:6][O:5][CH2:37][CH:36]([F:39])[F:35])=[O:24])[CH2:28][CH2:27]1. (4) Given the reactants [S:1]1[CH:5]=[CH:4][CH:3]=[C:2]1[CH2:6][O:7][C:8]([NH:10][CH2:11][C:12]1[CH:20]=[CH:19][C:15]([C:16]([OH:18])=O)=[CH:14][CH:13]=1)=[O:9].Cl.[O:22]([NH2:24])[CH3:23], predict the reaction product. The product is: [S:1]1[CH:5]=[CH:4][CH:3]=[C:2]1[CH2:6][O:7][C:8](=[O:9])[NH:10][CH2:11][C:12]1[CH:13]=[CH:14][C:15]([C:16]([NH:24][O:22][CH3:23])=[O:18])=[CH:19][CH:20]=1. (5) Given the reactants C[CH:2]([CH:6]([C:26]1[CH:30]=[CH:29][N:28]([CH:31]([CH3:33])[CH3:32])[N:27]=1)[N:7]1[CH2:13][CH2:12][CH2:11][N:10]([C:14]2[C:15]([O:24][CH3:25])=[CH:16][CH:17]=[C:18]3[C:23]=2[N:22]=[CH:21][CH:20]=[CH:19]3)[CH2:9][CH2:8]1)[C:3]([OH:5])=[O:4].C1COCC1.[OH-].[Na+].Cl, predict the reaction product. The product is: [CH:31]([N:28]1[CH:29]=[CH:30][C:26]([CH:6]([N:7]2[CH2:13][CH2:12][CH2:11][N:10]([C:14]3[C:15]([O:24][CH3:25])=[CH:16][CH:17]=[C:18]4[C:23]=3[N:22]=[CH:21][CH:20]=[CH:19]4)[CH2:9][CH2:8]2)[CH2:2][C:3]([OH:5])=[O:4])=[N:27]1)([CH3:32])[CH3:33]. (6) Given the reactants CCN=C=N[CH2:6][CH2:7][CH2:8][N:9]([CH3:11])[CH3:10].C1C=CC2N([OH:21])N=NC=2C=1.C[CH2:23][N:24]([CH2:27]C)[CH2:25]C.[CH:29]1C=CC(N2CCNCC2)=[CH:33][CH:34]=1, predict the reaction product. The product is: [C:8]1([N:9]2[CH2:10][CH2:25][N:24]([CH:23]=[O:21])[CH2:27][CH2:11]2)[CH:7]=[CH:6][CH:33]=[CH:34][CH:29]=1. (7) Given the reactants [NH2:1][C:2]1[N:6]([CH3:7])[C:5](=[O:8])[C:4]([C:16]2[CH:21]=[CH:20][C:19]([F:22])=[C:18](Br)[CH:17]=2)([C:9]2[CH:14]=[CH:13][C:12]([OH:15])=[CH:11][CH:10]=2)[N:3]=1.Br[C:25]1[CH:26]=[N:27][CH:28]=[N:29][CH:30]=1, predict the reaction product. The product is: [NH2:1][C:2]1[N:6]([CH3:7])[C:5](=[O:8])[C:4]([C:16]2[CH:21]=[CH:20][C:19]([F:22])=[C:18]([C:25]3[CH:26]=[N:27][CH:28]=[N:29][CH:30]=3)[CH:17]=2)([C:9]2[CH:14]=[CH:13][C:12]([OH:15])=[CH:11][CH:10]=2)[N:3]=1.